Dataset: Forward reaction prediction with 1.9M reactions from USPTO patents (1976-2016). Task: Predict the product of the given reaction. (1) Given the reactants [CH3:1][C:2]1[N:6]([CH2:7][C:8]([N:10]2[CH2:15][CH2:14][N:13]([C:16]3[S:17][CH:18]=[C:19]([C:21](O)=[O:22])[N:20]=3)[CH2:12][CH2:11]2)=[O:9])[N:5]=[C:4]([C:24]([F:27])([F:26])[F:25])[CH:3]=1.C(N(CC)CC)C.F[P-](F)(F)(F)(F)F.N1(OC(N(C)C)=[N+](C)C)C2C=CC=CC=2N=N1.[CH3:59][NH:60][C@H:61]1[C:70]2[C:65](=[CH:66][CH:67]=[CH:68][CH:69]=2)[CH2:64][CH2:63][CH2:62]1.C(O)(=O)CC(CC(O)=O)(C(O)=O)O, predict the reaction product. The product is: [CH3:59][N:60]([C@H:61]1[C:70]2[C:65](=[CH:66][CH:67]=[CH:68][CH:69]=2)[CH2:64][CH2:63][CH2:62]1)[C:21]([C:19]1[N:20]=[C:16]([N:13]2[CH2:12][CH2:11][N:10]([C:8](=[O:9])[CH2:7][N:6]3[C:2]([CH3:1])=[CH:3][C:4]([C:24]([F:27])([F:26])[F:25])=[N:5]3)[CH2:15][CH2:14]2)[S:17][CH:18]=1)=[O:22]. (2) Given the reactants [Br:1][C:2]1[C:3]([CH2:22][C:23](=O)[CH2:24][C:25]([O:27]CC)=O)=[CH:4][C:5]([NH:8][C:9]2[S:10][CH:11]=[C:12]([CH2:14][CH2:15][C:16]3[CH:21]=[CH:20][CH:19]=[CH:18][CH:17]=3)[N:13]=2)=[N:6][CH:7]=1.C(O)C.O.[NH2:35][NH2:36], predict the reaction product. The product is: [Br:1][C:2]1[C:3]([CH2:22][C:23]2[CH2:24][C:25](=[O:27])[NH:36][N:35]=2)=[CH:4][C:5]([NH:8][C:9]2[S:10][CH:11]=[C:12]([CH2:14][CH2:15][C:16]3[CH:21]=[CH:20][CH:19]=[CH:18][CH:17]=3)[N:13]=2)=[N:6][CH:7]=1.